From a dataset of Full USPTO retrosynthesis dataset with 1.9M reactions from patents (1976-2016). Predict the reactants needed to synthesize the given product. The reactants are: [Cl:1][C:2]1[C:3]([F:17])=[CH:4][C:5]([O:14][CH2:15][CH3:16])=[C:6]([C:8]2([CH3:13])[O:12][CH2:11][CH2:10][O:9]2)[CH:7]=1.[Li+].CC([N-]C(C)C)C.CN(C)[CH:28]=[O:29]. Given the product [Cl:1][C:2]1[C:3]([F:17])=[C:4]([C:5]([O:14][CH2:15][CH3:16])=[C:6]([C:8]2([CH3:13])[O:9][CH2:10][CH2:11][O:12]2)[CH:7]=1)[CH:28]=[O:29], predict the reactants needed to synthesize it.